From a dataset of Forward reaction prediction with 1.9M reactions from USPTO patents (1976-2016). Predict the product of the given reaction. (1) Given the reactants [CH2:1]([C:9]1(Br)[CH2:11][C:10]1(Br)Br)[CH2:2][CH2:3][CH2:4][CH2:5][CH2:6][CH2:7][CH3:8].C[Li].[CH3:17][Si:18](Cl)([CH3:20])[CH3:19], predict the reaction product. The product is: [CH2:1]([C:9]1[CH2:11][C:10]=1[Si:18]([CH3:20])([CH3:19])[CH3:17])[CH2:2][CH2:3][CH2:4][CH2:5][CH2:6][CH2:7][CH3:8]. (2) Given the reactants C(N(CC)CC)C.[CH:8]([C:10]1[C:18]2[C:13](=[CH:14][CH:15]=[CH:16][CH:17]=2)[N:12](C(OC(C)(C)C)=O)[CH:11]=1)=[O:9].[F:26][C:27]1[N:32]2[CH:33]=[C:34]([CH:36]=[N:37][C:38]3[CH:43]=[CH:42][CH:41]=[C:40]([O:44][CH3:45])[CH:39]=3)[N:35]=[C:31]2[CH:30]=[CH:29][CH:28]=1, predict the reaction product. The product is: [F:26][C:27]1[N:32]2[CH:33]=[C:34]([CH:36]([NH:37][C:38]3[CH:43]=[CH:42][CH:41]=[C:40]([O:44][CH3:45])[CH:39]=3)[C:8]([C:10]3[C:18]4[C:13](=[CH:14][CH:15]=[CH:16][CH:17]=4)[NH:12][CH:11]=3)=[O:9])[N:35]=[C:31]2[CH:30]=[CH:29][CH:28]=1. (3) Given the reactants [CH3:1][O:2][C:3]1[CH:4]=[C:5]2[C:10](=[CH:11][C:12]=1[O:13][CH3:14])[N:9]=[CH:8][CH:7]=[C:6]2[O:15][C:16]1[CH:22]=[CH:21][C:19]([NH2:20])=[C:18]([CH3:23])[C:17]=1[CH3:24].C([N:27]([CH2:30]C)CC)C.[C:32](Cl)(Cl)=[S:33].N[CH2:37][CH2:38][CH2:39][N:40]1[CH:44]=[CH:43][N:42]=[CH:41]1.CN(C)C=[O:48], predict the reaction product. The product is: [CH3:1][O:2][C:3]1[CH:4]=[C:5]2[C:10](=[CH:11][C:12]=1[O:13][CH3:14])[N:9]=[CH:8][CH:7]=[C:6]2[O:15][C:16]1[CH:22]=[CH:21][C:19]([NH:20][C:32]([NH:27][CH2:30][CH2:37][CH2:38][C:39]([N:40]2[CH:44]=[CH:43][N:42]=[CH:41]2)=[O:48])=[S:33])=[C:18]([CH3:23])[C:17]=1[CH3:24]. (4) Given the reactants CN(C(ON1N=NC2C=CC=NC1=2)=[N+](C)C)C.F[P-](F)(F)(F)(F)F.C(N(CC)CC)C.[F:32][C:33]([F:44])([F:43])[C:34]1[CH:35]=[C:36]([CH:40]=[CH:41][CH:42]=1)[C:37]([OH:39])=O.[CH3:45][N:46]1[C:50]([C:51]2[CH:52]=[C:53]([NH2:65])[CH:54]=[CH:55][C:56]=2[O:57][CH2:58][CH2:59][N:60]2[CH2:64][CH2:63][CH2:62][CH2:61]2)=[CH:49][CH:48]=[N:47]1, predict the reaction product. The product is: [CH3:45][N:46]1[C:50]([C:51]2[CH:52]=[C:53]([NH:65][C:37](=[O:39])[C:36]3[CH:40]=[CH:41][CH:42]=[C:34]([C:33]([F:32])([F:44])[F:43])[CH:35]=3)[CH:54]=[CH:55][C:56]=2[O:57][CH2:58][CH2:59][N:60]2[CH2:64][CH2:63][CH2:62][CH2:61]2)=[CH:49][CH:48]=[N:47]1.